This data is from Catalyst prediction with 721,799 reactions and 888 catalyst types from USPTO. The task is: Predict which catalyst facilitates the given reaction. (1) Reactant: [H-].[H-].[H-].[H-].[Li+].[Al+3].CO[C:9](=O)[NH:10][CH2:11][CH2:12][CH:13]([C:20]1[CH:28]=[CH:27][CH:26]=[C:25]2[C:21]=1[CH:22]=[CH:23][NH:24]2)[C:14]1[CH:19]=[CH:18][CH:17]=[CH:16][CH:15]=1. The catalyst class is: 1. Product: [NH:24]1[C:25]2[C:21](=[C:20]([CH:13]([C:14]3[CH:15]=[CH:16][CH:17]=[CH:18][CH:19]=3)[CH2:12][CH2:11][NH:10][CH3:9])[CH:28]=[CH:27][CH:26]=2)[CH:22]=[CH:23]1. (2) Reactant: [Cl:1][C:2]1[CH:8]=[C:7]([O:9][C:10]2[C:11]3[N:18]([CH3:19])[CH:17]=[CH:16][C:12]=3[N:13]=[CH:14][N:15]=2)[CH:6]=[CH:5][C:3]=1[NH2:4].N1C=CC=CC=1.Cl[C:27](OC1C=CC=CC=1)=[O:28].[CH3:36][N:37]1[CH2:42][CH2:41][N:40]([CH2:43][C:44]2[CH:45]=[C:46]([CH:48]=[C:49]([C:51]([F:54])([F:53])[F:52])[CH:50]=2)[NH2:47])[CH2:39][CH2:38]1. Product: [Cl:1][C:2]1[CH:8]=[C:7]([O:9][C:10]2[C:11]3[N:18]([CH3:19])[CH:17]=[CH:16][C:12]=3[N:13]=[CH:14][N:15]=2)[CH:6]=[CH:5][C:3]=1[NH:4][C:27]([NH:47][C:46]1[CH:48]=[C:49]([C:51]([F:54])([F:52])[F:53])[CH:50]=[C:44]([CH2:43][N:40]2[CH2:41][CH2:42][N:37]([CH3:36])[CH2:38][CH2:39]2)[CH:45]=1)=[O:28]. The catalyst class is: 60.